From a dataset of Peptide-MHC class I binding affinity with 185,985 pairs from IEDB/IMGT. Regression. Given a peptide amino acid sequence and an MHC pseudo amino acid sequence, predict their binding affinity value. This is MHC class I binding data. The peptide sequence is LGYPFAWFL. The MHC is HLA-B15:01 with pseudo-sequence HLA-B15:01. The binding affinity (normalized) is 0.0847.